This data is from Reaction yield outcomes from USPTO patents with 853,638 reactions. The task is: Predict the reaction yield, written as a fraction of the theoretical maximum amount of product (1.0 means a 100% yield; for example, 0.34 means a 34% yield). (1) The reactants are [Br:1][C:2]1[C:3]([CH3:18])=[C:4]([NH:11]C(=O)C(F)(F)F)[C:5]([N+:8]([O-:10])=[O:9])=[CH:6][CH:7]=1.C(=O)([O-])[O-].[K+].[K+].O.Cl. The catalyst is CO. The product is [Br:1][C:2]1[C:3]([CH3:18])=[C:4]([C:5]([N+:8]([O-:10])=[O:9])=[CH:6][CH:7]=1)[NH2:11]. The yield is 0.620. (2) The yield is 0.790. No catalyst specified. The product is [Br:1][C:2]1[CH:3]=[C:4]([CH:5]=[CH2:14])[CH:7]=[C:8]([C:10]([F:13])([F:12])[F:11])[CH:9]=1. The reactants are [Br:1][C:2]1[CH:3]=[C:4]([CH:7]=[C:8]([C:10]([F:13])([F:12])[F:11])[CH:9]=1)[CH:5]=O.[CH3:14]C([O-])(C)C.[K+]. (3) The reactants are [N:1]12[CH2:8][CH2:7][C:4]([C:9]([C:17]3[CH:22]=[CH:21][CH:20]=[CH:19][CH:18]=3)([C:11]3[CH:16]=[CH:15][CH:14]=[CH:13][CH:12]=3)[OH:10])([CH2:5][CH2:6]1)[CH2:3][CH2:2]2.[C:23]1([O:29][CH2:30][CH2:31][CH2:32][CH2:33][Br:34])[CH:28]=[CH:27][CH:26]=[CH:25][CH:24]=1. The catalyst is CC#N. The product is [Br-:34].[OH:10][C:9]([C:17]1[CH:22]=[CH:21][CH:20]=[CH:19][CH:18]=1)([C:11]1[CH:12]=[CH:13][CH:14]=[CH:15][CH:16]=1)[C:4]12[CH2:5][CH2:6][N+:1]([CH2:33][CH2:32][CH2:31][CH2:30][O:29][C:23]3[CH:28]=[CH:27][CH:26]=[CH:25][CH:24]=3)([CH2:2][CH2:3]1)[CH2:8][CH2:7]2. The yield is 0.649. (4) The reactants are [CH:1]([N:4]1[C:8]([C:9]2[CH:14]=[C:13]([CH:15]([CH3:17])[CH3:16])[C:12]([O:18][CH2:19][O:20][CH3:21])=[CH:11][C:10]=2[O:22][CH2:23][O:24][CH3:25])=[N:7][NH:6][C:5]1=[S:26])([CH3:3])[CH3:2].[C:27](=O)([O-])[O-].[K+].[K+].CI. The catalyst is C(O)C. The product is [CH:1]([N:4]1[C:5]([S:26][CH3:27])=[N:6][N:7]=[C:8]1[C:9]1[CH:14]=[C:13]([CH:15]([CH3:17])[CH3:16])[C:12]([O:18][CH2:19][O:20][CH3:21])=[CH:11][C:10]=1[O:22][CH2:23][O:24][CH3:25])([CH3:2])[CH3:3]. The yield is 0.950. (5) The reactants are CS[C:3]([N:6]1[CH2:11][CH2:10][CH2:9][CH2:8][CH:7]1[C:12]1[N:13]=[N:14][N:15]([C:17]2[CH:22]=[CH:21][CH:20]=[C:19]([Cl:23])[CH:18]=2)[N:16]=1)=[N:4][CH3:5].[CH3:24][N:25]([CH2:27][C:28]1[CH:37]=[CH:36][C:31]([C:32]([NH:34][NH2:35])=O)=[CH:30][CH:29]=1)[CH3:26]. The catalyst is C(O)C.C(OCC)(=O)C. The product is [Cl:23][C:19]1[CH:18]=[C:17]([N:15]2[N:14]=[N:13][C:12]([CH:7]3[CH2:8][CH2:9][CH2:10][CH2:11][N:6]3[C:3]3[N:4]([CH3:5])[C:32]([C:31]4[CH:36]=[CH:37][C:28]([CH2:27][N:25]([CH3:26])[CH3:24])=[CH:29][CH:30]=4)=[N:34][N:35]=3)=[N:16]2)[CH:22]=[CH:21][CH:20]=1. The yield is 0.135. (6) The reactants are [CH3:1][N:2]1[C:6](=[O:7])[C:5]([C:14]2[CH:24]=[CH:23][C:17]3[N:18]([CH3:22])[CH2:19][CH2:20][O:21][C:16]=3[CH:15]=2)([C:8]2[CH:13]=[CH:12][CH:11]=[CH:10][CH:9]=2)[NH:4][C:3]1=S.C([O:30]O)(C)(C)C.CO.[OH-].[NH4+:35]. No catalyst specified. The product is [C:20]([OH:21])(=[O:30])[CH3:19].[NH2:35][C:3]1[N:2]([CH3:1])[C:6](=[O:7])[C:5]([C:14]2[CH:24]=[CH:23][C:17]3[N:18]([CH3:22])[CH2:19][CH2:20][O:21][C:16]=3[CH:15]=2)([C:8]2[CH:13]=[CH:12][CH:11]=[CH:10][CH:9]=2)[N:4]=1. The yield is 0.160. (7) The reactants are [H-].[Na+].[CH3:3][O:4][C:5]1[C:15]([O:16][CH3:17])=[C:14]([O:18][CH3:19])[CH:13]=[CH:12][C:6]=1[C:7]([O:9]CC)=O.[CH3:20][C:21]([C:23]1[CH:28]=[CH:27][CH:26]=[C:25]([O:29][CH3:30])[CH:24]=1)=[O:22]. The catalyst is O1CCOCC1. The product is [CH3:30][O:29][C:25]1[CH:24]=[C:23]([C:21](=[O:22])[CH2:20][C:7]([C:6]2[CH:12]=[CH:13][C:14]([O:18][CH3:19])=[C:15]([O:16][CH3:17])[C:5]=2[O:4][CH3:3])=[O:9])[CH:28]=[CH:27][CH:26]=1. The yield is 0.330.